The task is: Predict the reactants needed to synthesize the given product.. This data is from Full USPTO retrosynthesis dataset with 1.9M reactions from patents (1976-2016). Given the product [Br:18][C:14]1[S:15][C:16]2[C:8]([C:5]3[CH:4]=[CH:3][C:2]([F:1])=[CH:7][CH:6]=3)=[CH:9][CH:10]=[CH:11][C:12]=2[N:13]=1, predict the reactants needed to synthesize it. The reactants are: [F:1][C:2]1[CH:7]=[CH:6][C:5]([C:8]2[C:16]3[S:15][CH:14]=[N:13][C:12]=3[CH:11]=[CH:10][CH:9]=2)=[CH:4][CH:3]=1.C(Br)(Br)(Br)[Br:18].